From a dataset of Catalyst prediction with 721,799 reactions and 888 catalyst types from USPTO. Predict which catalyst facilitates the given reaction. (1) Reactant: [OH:1][C:2]1[CH:7]=[CH:6][CH:5]=[CH:4][C:3]=1[C:8]1[N:17]=[C:16]([N:18]2[CH2:23][CH2:22][CH2:21][C@@H:20]([CH2:24][NH:25][C:26](=[O:33])[O:27][C@@H:28]3[CH2:32][CH2:31][O:30][CH2:29]3)[CH2:19]2)[C:15]2[C:10](=[CH:11][C:12]([CH3:34])=[CH:13][CH:14]=2)[N:9]=1.[ClH:35]. Product: [ClH:35].[OH:1][C:2]1[CH:7]=[CH:6][CH:5]=[CH:4][C:3]=1[C:8]1[N:17]=[C:16]([N:18]2[CH2:23][CH2:22][CH2:21][C@@H:20]([CH2:24][NH:25][C:26](=[O:33])[O:27][C@@H:28]3[CH2:32][CH2:31][O:30][CH2:29]3)[CH2:19]2)[C:15]2[C:10](=[CH:11][C:12]([CH3:34])=[CH:13][CH:14]=2)[N:9]=1. The catalyst class is: 158. (2) Reactant: [CH3:1][O:2][C:3]1[CH:18]=[CH:17][C:6]([CH2:7][N:8](C)[C:9](=O)OC(C)(C)C)=[CH:5][C:4]=1[N:19]([CH2:24][CH2:25][N:26]1[CH2:31][CH2:30][O:29][CH2:28][CH2:27]1)[S:20]([CH3:23])(=[O:22])=[O:21].Cl.O1CCOCC1. Product: [CH3:1][O:2][C:3]1[CH:18]=[CH:17][C:6]([CH2:7][NH:8][CH3:9])=[CH:5][C:4]=1[N:19]([CH2:24][CH2:25][N:26]1[CH2:27][CH2:28][O:29][CH2:30][CH2:31]1)[S:20]([CH3:23])(=[O:22])=[O:21]. The catalyst class is: 2.